This data is from Forward reaction prediction with 1.9M reactions from USPTO patents (1976-2016). The task is: Predict the product of the given reaction. Given the reactants [F:1][C:2]([F:26])([F:25])[O:3][C:4]1[CH:9]=[CH:8][C:7]([N:10]2[CH:14]=[N:13][C:12]([C:15]3[CH:20]=[CH:19][C:18]([CH2:21][CH2:22][CH2:23][NH2:24])=[CH:17][CH:16]=3)=[N:11]2)=[CH:6][CH:5]=1.[CH:27]([C:30]1[CH:35]=[CH:34][CH:33]=[CH:32][C:31]=1[NH:36][C:37]([NH2:39])=[S:38])([CH3:29])[CH3:28].[C:40]([O-])(=[O:42])C.[Na+], predict the reaction product. The product is: [CH:27]([C:30]1[CH:35]=[CH:34][CH:33]=[CH:32][C:31]=1[NH:36][C:37]([NH:39][C:40]([NH:24][CH2:23][CH2:22][CH2:21][C:18]1[CH:19]=[CH:20][C:15]([C:12]2[N:13]=[CH:14][N:10]([C:7]3[CH:6]=[CH:5][C:4]([O:3][C:2]([F:1])([F:25])[F:26])=[CH:9][CH:8]=3)[N:11]=2)=[CH:16][CH:17]=1)=[O:42])=[S:38])([CH3:29])[CH3:28].